Dataset: Experimentally validated miRNA-target interactions with 360,000+ pairs, plus equal number of negative samples. Task: Binary Classification. Given a miRNA mature sequence and a target amino acid sequence, predict their likelihood of interaction. (1) The miRNA is hsa-miR-411-5p with sequence UAGUAGACCGUAUAGCGUACG. The protein sequence of the target gene is MGSEKDSESPRSTSLHAAAPDPKCRSGGRRRRLTLHSVFSASARGRRARAKPQAEPPPPAAQPPPAPAPAAAQGPPPEALPAEPAAEAEAEAAAAAAEPGFDDEEAAEGGGPGAEEVECPLCLVRLPPERAPRLLSCPHRSCRDCLRHYLRLEISESRVPISCPECSERLNPHDIRLLLADPPLMHKYEEFMLRRYLASDPDCRWCPAPDCGYAVIAYGCASCPKLTCEREGCQTEFCYHCKQIWHPNQTCDMARQQRAQTLRVRTKHTSGLSYGQESGPADDIKPCPRCSAYIIKMNDG.... Result: 1 (interaction). (2) The miRNA is hsa-miR-877-3p with sequence UCCUCUUCUCCCUCCUCCCAG. The protein sequence of the target gene is MVSWIISRLVVLIFGTLYPAYSSYKAVKTKNVKEYVKWMMYWIVFAFFTTAETLTDIVLSWFPFYFELKIAFVIWLLSPYTKGSSVLYRKFVHPTLSNKEKEIDEYITQARDKSYETMMRVGKRGLNLAANAAVTAAAKGVLSEKLRSFSMQDLTLIRDEDALPLQRPDGRLRPSPGSLLDTIEDLGDDPALSLRSSTNPADSRTEASEDDMGDKAPKRAKPIKKAPKAEPLASKTLKTRPKKKTSGGGDSA. Result: 1 (interaction). (3) The miRNA is hsa-miR-802 with sequence CAGUAACAAAGAUUCAUCCUUGU. The protein sequence of the target gene is MSKLSFRARALDAAKPLPIYRGKDMPDLNDCVSINRAVPQMPTGMEKEEESEHHLQRAISAQQVFREKKESMVIPVPEAESNVNYYNRLYKGEFKQPKQFIHIQPFNLDNEQPDYDMDSEDETLLNRLNRKMEIKPLQFEIMIDRLEKASSNQLVTLQEAKLLLNEDDYLIKAVYDYWVRKRKNCRGPSLIPQIKQEKRDGSTNNDPYVAFRRRTEKMQTRKNRKNDEASYEKMLKLRREFSRAITILEMIKRREKTKRELLHLTLEVVEKRYHLGDYGGEILNEVKISRSEKELYATPA.... Result: 1 (interaction). (4) The miRNA is hsa-miR-6844 with sequence UUCUUUGUUUUUAAUUCACAG. The protein sequence of the target gene is MEPSWLQELMAHPFLLLILLCMSLLLFQVIRLYQRRRWMIRALHLFPAPPAHWFYGHKEFYPVKEFEVYHKLMEKYPCAVPLWVGPFTMFFSVHDPDYAKILLKRQDPKSAVSHKILESWVGRGLVTLDGSKWKKHRQIVKPGFNISILKIFITMMSESVRMMLNKWEEHIAQNSRLELFQHVSLMTLDSIMKCAFSHQGSIQLDSTLDSYLKAVFNLSKISNQRMNNFLHHNDLVFKFSSQGQIFSKFNQELHQFTEKVIQDRKESLKDKLKQDTTQKRRWDFLDILLSAKSENTKDFS.... Result: 0 (no interaction). (5) The miRNA is hsa-miR-3611 with sequence UUGUGAAGAAAGAAAUUCUUA. The protein sequence of the target gene is MASRSMRLLLLLSCLAKTGVLGDIIMRPSCAPGWFYHKSNCYGYFRKLRNWSDAELECQSYGNGAHLASILSLKEASTIAEYISGYQRSQPIWIGLHDPQKRQQWQWIDGAMYLYRSWSGKSMGGNKHCAEMSSNNNFLTWSSNECNKRQHFLCKYRP. Result: 0 (no interaction). (6) The miRNA is hsa-miR-548az-5p with sequence CAAAAGUGAUUGUGGUUUUUGC. The protein sequence of the target gene is MASSDIQVKELEKRASGQAFELILSPRSKESVPEFPLSPPKKKDLSLEEIQKKLEAAEERRKSHEAEVLKQLAEKREHEKEVLQKAIEENNNFSKMAEEKLTHKMEANKENREAQMAAKLERLREKDKHIEEVRKNKESKDPADETEAD. Result: 1 (interaction). (7) The miRNA is hsa-miR-3121-5p with sequence UCCUUUGCCUAUUCUAUUUAAG. The protein sequence of the target gene is MAPWAEAEHSALNPLRAVWLTLTAAFLLTLLLQLLPPGLLPGCAIFQDLIRYGKTKCGEPSRPAACRAFDVPKRYFSHFYIISVLWNGFLLWCLTQSLFLGAPFPSWLHGLLRILGAAQFQGGELALSAFLVLVFLWLHSLRRLFECLYVSVFSNVMIHVVQYCFGLVYYVLVGLTVLSQVPMDGRNAYITGKNLLMQARWFHILGMMMFIWSSAHQYKCHVILGNLRKNKAGVVIHCNHRIPFGDWFEYVSSPNYLAELMIYVSMAVTFGFHNLTWWLVVTNVFFNQALSAFLSHQFYK.... Result: 1 (interaction).